From a dataset of Retrosynthesis with 50K atom-mapped reactions and 10 reaction types from USPTO. Predict the reactants needed to synthesize the given product. (1) Given the product CC(=O)Oc1ccc2c(c1C)OCC(c1ccc(O)cc1)C2=O, predict the reactants needed to synthesize it. The reactants are: CC(=O)Oc1ccc2c(=O)c(-c3ccc(O)cc3)coc2c1C. (2) Given the product COC(=O)[C@H](Cc1ccc2c(c1)OCC(c1ccc(OCc3ccc(Cl)c(Cl)c3)cc1)O2)NC(=O)OC(C)(C)C, predict the reactants needed to synthesize it. The reactants are: COC(=O)[C@H](Cc1ccc(OC(CO)c2ccc(OCc3ccc(Cl)c(Cl)c3)cc2)c(Br)c1)NC(=O)OC(C)(C)C. (3) Given the product COC(=O)c1cccc(CN(C)c2ncc(N)cc2Cl)c1, predict the reactants needed to synthesize it. The reactants are: COC(=O)c1cccc(CN(C)c2ncc([N+](=O)[O-])cc2Cl)c1. (4) Given the product Cc1cc(C(C)C)nn1CC(=O)O, predict the reactants needed to synthesize it. The reactants are: CCOC(=O)Cn1nc(C(C)C)cc1C. (5) Given the product CN1CCC[C@@H]1COc1cc(N)ccc1C(F)(F)F, predict the reactants needed to synthesize it. The reactants are: CC(=O)Nc1ccc(C(F)(F)F)c(OC[C@H]2CCCN2C)c1. (6) The reactants are: Cc1cnc(NC(=O)c2cc(O)cc(O[C@@H](C)CO[Si](C)(C)C(C)(C)C)c2)cn1.O=C(c1cnc(Cl)cn1)N1CCC1. Given the product Cc1cnc(NC(=O)c2cc(Oc3cnc(C(=O)N4CCC4)cn3)cc(O[C@@H](C)CO[Si](C)(C)C(C)(C)C)c2)cn1, predict the reactants needed to synthesize it. (7) Given the product CS(=O)(=O)c1cc(CNS(=O)(=O)c2ccc(Cl)s2)nc(-c2ccccn2)c1, predict the reactants needed to synthesize it. The reactants are: CS(=O)(=O)c1cc(CN)nc(-c2ccccn2)c1.O=S(=O)(Cl)c1ccc(Cl)s1.